Dataset: Reaction yield outcomes from USPTO patents with 853,638 reactions. Task: Predict the reaction yield, written as a fraction of the theoretical maximum amount of product (1.0 means a 100% yield; for example, 0.34 means a 34% yield). (1) The reactants are [CH3:1][O:2][P:3]([CH2:7][CH:8]=[CH:9][CH2:10][CH:11]([CH2:15][C:16]([CH3:33])=[CH:17][CH2:18][C:19]1[C:20]([OH:32])=[C:21]2[C:25](=[C:26]([CH3:30])[C:27]=1[O:28][CH3:29])[CH2:24][O:23][C:22]2=[O:31])[C:12]([OH:14])=[O:13])([O:5][CH3:6])=[O:4].[CH3:34][Si:35]([CH:38](O)[CH3:39])([CH3:37])[CH3:36].C1(P([C:54]2[CH:59]=CC=CC=2)C2C=CC=CC=2)C=CC=CC=1.N(C(OCC)=O)=NC(OCC)=O. The catalyst is C1COCC1. The product is [CH3:34][Si:35]([CH3:37])([CH3:36])[CH2:38][CH2:39][O:13][C:12](=[O:14])[CH:11]([CH2:10][CH:9]=[CH:8][CH2:7][P:3]([O:5][CH3:6])([O:2][CH3:1])=[O:4])[CH2:15][C:16]([CH3:33])=[CH:17][CH2:18][C:19]1[C:20]([O:32][CH2:54][CH2:59][Si:35]([CH3:37])([CH3:36])[CH3:34])=[C:21]2[C:25](=[C:26]([CH3:30])[C:27]=1[O:28][CH3:29])[CH2:24][O:23][C:22]2=[O:31]. The yield is 0.850. (2) The reactants are [C:1]1([CH2:7][CH2:8][N:9]([CH2:21][C:22]2[CH:27]=[CH:26][C:25]([CH2:28][OH:29])=[CH:24][CH:23]=2)[C:10]2[S:11][CH:12]=[C:13]([C:15]3[CH:20]=[CH:19][CH:18]=[CH:17][CH:16]=3)[N:14]=2)[CH:6]=[CH:5][CH:4]=[CH:3][CH:2]=1.[F:30][CH:31]([CH2:37][C:38]1[CH:43]=[CH:42][C:41](O)=[CH:40][CH:39]=1)[C:32]([O:34][CH2:35][CH3:36])=[O:33].C(P(CCCC)CCCC)CCC.N(C(N1CCCCC1)=O)=NC(N1CCCCC1)=O. The catalyst is O1CCCC1. The product is [F:30][CH:31]([CH2:37][C:38]1[CH:43]=[CH:42][C:41]([O:29][CH2:28][C:25]2[CH:24]=[CH:23][C:22]([CH2:21][N:9]([CH2:8][CH2:7][C:1]3[CH:6]=[CH:5][CH:4]=[CH:3][CH:2]=3)[C:10]3[S:11][CH:12]=[C:13]([C:15]4[CH:20]=[CH:19][CH:18]=[CH:17][CH:16]=4)[N:14]=3)=[CH:27][CH:26]=2)=[CH:40][CH:39]=1)[C:32]([O:34][CH2:35][CH3:36])=[O:33]. The yield is 0.780. (3) The reactants are [F:1][C:2]([F:27])([F:26])[C:3]([N:5]1[CH2:10][CH2:9][CH2:8][C@@H:7]2[C:11]3[CH:12]=[C:13](OS(C(F)(F)F)(=O)=O)[CH:14]=[CH:15][C:16]=3[CH2:17][C@H:6]12)=[O:4].[C:28]1(B(O)O)[CH:33]=[CH:32][CH:31]=[CH:30][CH:29]=1. The yield is 0.700. The product is [F:1][C:2]([F:27])([F:26])[C:3]([N:5]1[CH2:10][CH2:9][CH2:8][C@@H:7]2[C:11]3[CH:12]=[C:13]([C:28]4[CH:33]=[CH:32][CH:31]=[CH:30][CH:29]=4)[CH:14]=[CH:15][C:16]=3[CH2:17][C@H:6]12)=[O:4]. No catalyst specified. (4) The reactants are Cl[C:2]1[N:7]=[C:6]([CH:8]([CH:11]2[N:15]([CH2:16][CH3:17])[C:14]3[CH:18]=[CH:19][CH:20]=[CH:21][C:13]=3[NH:12]2)[C:9]#[N:10])[C:5]([CH3:22])=[CH:4][N:3]=1.[CH:23]1([NH2:26])[CH2:25][CH2:24]1. No catalyst specified. The product is [CH:23]1([NH:26][C:2]2[N:7]=[C:6]([CH:8]([C:11]3[N:15]([CH2:16][CH3:17])[C:14]4[CH:18]=[CH:19][CH:20]=[CH:21][C:13]=4[N:12]=3)[C:9]#[N:10])[C:5]([CH3:22])=[CH:4][N:3]=2)[CH2:25][CH2:24]1. The yield is 0.750. (5) The reactants are [CH2:1]([N:3]([CH2:23][CH3:24])[C:4]1[CH:22]=[CH:21][C:7]([CH:8]=[N:9][NH:10][C:11](=[O:20])[C:12]2[CH:17]=[CH:16][C:15]([O:18][CH3:19])=[CH:14][CH:13]=2)=[CH:6][CH:5]=1)[CH3:2].Br[CH2:26][C:27]1[CH:32]=[CH:31][C:30]([CH3:33])=[CH:29][CH:28]=1.C([O-])([O-])=O.[K+].[K+]. The catalyst is CN(C=O)C.O. The product is [CH2:23]([N:3]([CH2:1][CH3:2])[C:4]1[CH:5]=[CH:6][C:7]([CH:8]=[N:9][N:10]([CH2:26][C:27]2[CH:32]=[CH:31][C:30]([CH3:33])=[CH:29][CH:28]=2)[C:11](=[O:20])[C:12]2[CH:17]=[CH:16][C:15]([O:18][CH3:19])=[CH:14][CH:13]=2)=[CH:21][CH:22]=1)[CH3:24]. The yield is 0.880. (6) The reactants are C1([NH:7][C:8]([C:10]2[C:11](=[O:29])[N:12]([CH2:21][C:22]3[CH:27]=[CH:26][C:25]([F:28])=[CH:24][CH:23]=3)[C:13]3[C:18]([C:19]=2O)=[CH:17][CH:16]=[CH:15][CH:14]=3)=O)CCCCC1.P(Cl)(Cl)([Cl:32])=O. No catalyst specified. The product is [Cl:32][C:19]1[C:18]2[C:13](=[CH:14][CH:15]=[CH:16][CH:17]=2)[N:12]([CH2:21][C:22]2[CH:27]=[CH:26][C:25]([F:28])=[CH:24][CH:23]=2)[C:11](=[O:29])[C:10]=1[C:8]#[N:7]. The yield is 0.760.